Dataset: Peptide-MHC class I binding affinity with 185,985 pairs from IEDB/IMGT. Task: Regression. Given a peptide amino acid sequence and an MHC pseudo amino acid sequence, predict their binding affinity value. This is MHC class I binding data. (1) The peptide sequence is TAVDFGNSY. The MHC is HLA-B46:01 with pseudo-sequence HLA-B46:01. The binding affinity (normalized) is 0.560. (2) The peptide sequence is VQLLGRRFV. The MHC is HLA-A02:11 with pseudo-sequence HLA-A02:11. The binding affinity (normalized) is 0.451. (3) The peptide sequence is TEWPQLKVA. The MHC is HLA-A80:01 with pseudo-sequence HLA-A80:01. The binding affinity (normalized) is 0.0847.